This data is from Reaction yield outcomes from USPTO patents with 853,638 reactions. The task is: Predict the reaction yield, written as a fraction of the theoretical maximum amount of product (1.0 means a 100% yield; for example, 0.34 means a 34% yield). The reactants are [C:1]([Cl:4])(Cl)=[O:2].C(N(CC)CC)C.[Cl:12][C:13]1[CH:18]=[CH:17][C:16]([CH:19]2[CH:23]([C:24]3[CH:29]=[CH:28][C:27]([Cl:30])=[CH:26][CH:25]=3)[NH:22][C:21]([C:31]3[CH:36]=[CH:35][CH:34]=[CH:33][C:32]=3[O:37][CH:38]([CH3:40])[CH3:39])=[N:20]2)=[CH:15][CH:14]=1. The catalyst is C(Cl)Cl. The product is [Cl:12][C:13]1[CH:14]=[CH:15][C:16]([CH:19]2[CH:23]([C:24]3[CH:29]=[CH:28][C:27]([Cl:30])=[CH:26][CH:25]=3)[N:22]([C:1]([Cl:4])=[O:2])[C:21]([C:31]3[CH:36]=[CH:35][CH:34]=[CH:33][C:32]=3[O:37][CH:38]([CH3:40])[CH3:39])=[N:20]2)=[CH:17][CH:18]=1. The yield is 0.770.